This data is from Reaction yield outcomes from USPTO patents with 853,638 reactions. The task is: Predict the reaction yield, written as a fraction of the theoretical maximum amount of product (1.0 means a 100% yield; for example, 0.34 means a 34% yield). (1) The reactants are [Cl:1][C:2]1[CH:7]=[CH:6][C:5]([C:8]2([CH:11]=[N:12][OH:13])[CH2:10][CH2:9]2)=[CH:4][CH:3]=1.ClN1C(=O)CCC1=O.[CH2:22]=[C:23]1[CH2:27][CH2:26][N:25]([C:28]([O:30][C:31]([CH3:34])([CH3:33])[CH3:32])=[O:29])[CH2:24]1.C(O)(C(F)(F)F)=O. The catalyst is CN(C=O)C.CO.C(N(CC)CC)C. The product is [Cl:1][C:2]1[CH:3]=[CH:4][C:5]([C:8]2([C:11]3[CH2:22][C:23]4([CH2:27][CH2:26][N:25]([C:28]([O:30][C:31]([CH3:32])([CH3:34])[CH3:33])=[O:29])[CH2:24]4)[O:13][N:12]=3)[CH2:9][CH2:10]2)=[CH:6][CH:7]=1. The yield is 0.520. (2) The reactants are [C:1]([O:4][CH2:5][CH2:6][CH:7]([CH3:14])[CH2:8][C:9]1[CH2:13][CH2:12][CH2:11][CH:10]=1)(=[O:3])[CH3:2].[H][H]. The catalyst is [Ni].[Pd].C(O)(C)C. The product is [C:1]([O:4][CH2:5][CH2:6][CH:7]([CH3:14])[CH2:8][CH:9]1[CH2:10][CH2:11][CH2:12][CH2:13]1)(=[O:3])[CH3:2]. The yield is 0.930. (3) The reactants are [CH:1]1[C:10]2[C:5](=[CH:6][CH:7]=[CH:8][CH:9]=2)[CH:4]=[CH:3][C:2]=1[O:11][C:12]1[CH:20]=[CH:19][C:15]([C:16](O)=[O:17])=[CH:14][CH:13]=1.C(Cl)(=O)C(Cl)=O.[NH2:27][C:28]1[CH:33]=[CH:32][CH:31]=[CH:30][CH:29]=1.C(N(CC)CC)C. The catalyst is C(Cl)Cl.CN(C=O)C.O. The product is [C:28]1([NH:27][C:16](=[O:17])[C:15]2[CH:19]=[CH:20][C:12]([O:11][C:2]3[CH:3]=[CH:4][C:5]4[C:10](=[CH:9][CH:8]=[CH:7][CH:6]=4)[CH:1]=3)=[CH:13][CH:14]=2)[CH:33]=[CH:32][CH:31]=[CH:30][CH:29]=1. The yield is 0.400. (4) The reactants are [Cl:1][C:2]1[CH:7]=[CH:6][C:5]([N:8]2[CH2:13][CH2:12][CH:11]([C:14](N(OC)C)=[O:15])[CH2:10][CH2:9]2)=[CH:4][C:3]=1[O:20][CH3:21].[CH2:22]([Mg]Br)[CH3:23].Cl. The catalyst is CCOCC.C1COCC1. The product is [Cl:1][C:2]1[CH:7]=[CH:6][C:5]([N:8]2[CH2:9][CH2:10][CH:11]([C:14](=[O:15])[CH2:22][CH3:23])[CH2:12][CH2:13]2)=[CH:4][C:3]=1[O:20][CH3:21]. The yield is 0.930. (5) The reactants are [CH2:1]([C@H:3]1[CH2:8][N:7]([CH:9]2[CH2:12][O:11][CH2:10]2)[CH2:6][CH2:5][N:4]1[C:13]1[CH:14]=[CH:15][C:16]([NH:19][C:20]2[C:21](=[O:36])[N:22]([CH3:35])[CH:23]=[C:24](B3OC(C)(C)C(C)(C)O3)[CH:25]=2)=[N:17][CH:18]=1)[CH3:2].Cl[C:38]1[C:43]([CH:44]=[O:45])=[C:42]([N:46]2[CH2:58][CH2:57][C:56]3[N:55]4[C:50]([CH2:51][CH2:52][CH2:53][CH2:54]4)=[CH:49][C:48]=3[C:47]2=[O:59])[N:41]=[CH:40][CH:39]=1.O.C([O-])(=O)C.[Na+]. The catalyst is C1C=CC(P(C2C=CC=CC=2)[C-]2C=CC=C2)=CC=1.C1C=CC(P(C2C=CC=CC=2)[C-]2C=CC=C2)=CC=1.Cl[Pd]Cl.[Fe+2].C(#N)C. The product is [CH2:1]([CH:3]1[CH2:8][N:7]([CH:9]2[CH2:10][O:11][CH2:12]2)[CH2:6][CH2:5][N:4]1[C:13]1[CH:14]=[CH:15][C:16]([NH:19][C:20]2[C:21](=[O:36])[N:22]([CH3:35])[CH:23]=[C:24]([C:38]3[C:43]([CH:44]=[O:45])=[C:42]([N:46]4[CH2:58][CH2:57][C:56]5[N:55]6[C:50]([CH2:51][CH2:52][CH2:53][CH2:54]6)=[CH:49][C:48]=5[C:47]4=[O:59])[N:41]=[CH:40][CH:39]=3)[CH:25]=2)=[N:17][CH:18]=1)[CH3:2]. The yield is 0.570. (6) The reactants are [Cl:1][C:2]1[CH:7]=[CH:6][C:5]([C:8]2[NH:12][C:11]3[C:13]([OH:20])=[CH:14][CH:15]=[C:16]([C:17]([OH:19])=[O:18])[C:10]=3[N:9]=2)=[CH:4][CH:3]=1.OS(O)(=O)=O.[CH3:26]O. No catalyst specified. The product is [CH3:26][O:18][C:17]([C:16]1[C:10]2[N:9]=[C:8]([C:5]3[CH:4]=[CH:3][C:2]([Cl:1])=[CH:7][CH:6]=3)[NH:12][C:11]=2[C:13]([OH:20])=[CH:14][CH:15]=1)=[O:19]. The yield is 0.800. (7) The reactants are [C@H:1]1([NH2:11])[C:9]2[C:4](=[CH:5][CH:6]=[C:7]([NH2:10])[CH:8]=2)[CH2:3][CH2:2]1.C(N(CC)CC)C.[N:19]([CH2:22][C:23]([O:25][CH2:26][CH3:27])=[O:24])=[C:20]=[O:21]. The catalyst is CN(C=O)C. The product is [NH2:10][C:7]1[CH:8]=[C:9]2[C:4]([CH2:3][CH2:2][C@H:1]2[NH:11][C:20](=[O:21])[NH:19][CH2:22][C:23]([O:25][CH2:26][CH3:27])=[O:24])=[CH:5][CH:6]=1. The yield is 0.210. (8) The reactants are [CH3:1][C:2]1[CH:3]=[N:4][C:5]([C:8]([O-])=[O:9])=[N:6][CH:7]=1.[BH4-].[Na+]. The catalyst is CCO.O. The product is [CH3:1][C:2]1[CH:3]=[N:4][C:5]([CH2:8][OH:9])=[N:6][CH:7]=1. The yield is 0.590.